From a dataset of Choline transporter screen with 302,306 compounds. Binary Classification. Given a drug SMILES string, predict its activity (active/inactive) in a high-throughput screening assay against a specified biological target. The compound is FC(F)(F)c1ccc(C2CC(OC(C(=O)N3CCCCCCC3)=C2)OCCCCO)cc1. The result is 0 (inactive).